From a dataset of Forward reaction prediction with 1.9M reactions from USPTO patents (1976-2016). Predict the product of the given reaction. Given the reactants [F:1][CH:2]([F:18])[C:3](=O)[CH2:4][C:5]([C:7]1[CH:12]=[CH:11][CH:10]=[C:9]([C:13]([F:16])([F:15])[F:14])[CH:8]=1)=O.[NH2:19][C:20]1[CH:24]=[CH:23][NH:22][N:21]=1, predict the reaction product. The product is: [F:14][C:13]([F:16])([F:15])[C:9]1[CH:8]=[C:7]([C:5]2[CH:4]=[C:3]([CH:2]([F:18])[F:1])[N:21]3[N:22]=[CH:23][CH:24]=[C:20]3[N:19]=2)[CH:12]=[CH:11][CH:10]=1.